Dataset: Forward reaction prediction with 1.9M reactions from USPTO patents (1976-2016). Task: Predict the product of the given reaction. Given the reactants CO[CH:3](OC)[CH2:4][N:5]([C:17]1[CH:22]=[CH:21][C:20]([O:23][C:24]2[CH:29]=[CH:28][CH:27]=[CH:26][CH:25]=2)=[CH:19][CH:18]=1)[C:6]([NH:8][C:9]1[CH:14]=[CH:13][C:12]([O:15][CH3:16])=[CH:11][CH:10]=1)=[O:7].C(=O)([O-])[O-].[Na+].[Na+], predict the reaction product. The product is: [CH3:16][O:15][C:12]1[CH:13]=[CH:14][C:9]([N:8]2[CH:3]=[CH:4][N:5]([C:17]3[CH:18]=[CH:19][C:20]([O:23][C:24]4[CH:25]=[CH:26][CH:27]=[CH:28][CH:29]=4)=[CH:21][CH:22]=3)[C:6]2=[O:7])=[CH:10][CH:11]=1.